This data is from NCI-60 drug combinations with 297,098 pairs across 59 cell lines. The task is: Regression. Given two drug SMILES strings and cell line genomic features, predict the synergy score measuring deviation from expected non-interaction effect. (1) Cell line: DU-145. Drug 1: CCC1=C2CN3C(=CC4=C(C3=O)COC(=O)C4(CC)O)C2=NC5=C1C=C(C=C5)O. Synergy scores: CSS=34.1, Synergy_ZIP=3.22, Synergy_Bliss=5.96, Synergy_Loewe=-17.3, Synergy_HSA=0.197. Drug 2: C(=O)(N)NO. (2) Drug 1: CC1OCC2C(O1)C(C(C(O2)OC3C4COC(=O)C4C(C5=CC6=C(C=C35)OCO6)C7=CC(=C(C(=C7)OC)O)OC)O)O. Drug 2: CC1=CC2C(CCC3(C2CCC3(C(=O)C)OC(=O)C)C)C4(C1=CC(=O)CC4)C. Cell line: IGROV1. Synergy scores: CSS=32.8, Synergy_ZIP=5.99, Synergy_Bliss=8.92, Synergy_Loewe=-9.47, Synergy_HSA=7.68. (3) Drug 1: C1=NC2=C(N=C(N=C2N1C3C(C(C(O3)CO)O)F)Cl)N. Drug 2: CC1=C2C(C(=O)C3(C(CC4C(C3C(C(C2(C)C)(CC1OC(=O)C(C(C5=CC=CC=C5)NC(=O)OC(C)(C)C)O)O)OC(=O)C6=CC=CC=C6)(CO4)OC(=O)C)O)C)O. Cell line: RXF 393. Synergy scores: CSS=5.43, Synergy_ZIP=-2.21, Synergy_Bliss=-1.29, Synergy_Loewe=0.567, Synergy_HSA=-0.972. (4) Drug 1: CCC(=C(C1=CC=CC=C1)C2=CC=C(C=C2)OCCN(C)C)C3=CC=CC=C3.C(C(=O)O)C(CC(=O)O)(C(=O)O)O. Drug 2: CCCCCOC(=O)NC1=NC(=O)N(C=C1F)C2C(C(C(O2)C)O)O. Cell line: SK-MEL-28. Synergy scores: CSS=-0.489, Synergy_ZIP=2.07, Synergy_Bliss=3.64, Synergy_Loewe=-2.00, Synergy_HSA=-1.65. (5) Drug 1: C(=O)(N)NO. Drug 2: C#CCC(CC1=CN=C2C(=N1)C(=NC(=N2)N)N)C3=CC=C(C=C3)C(=O)NC(CCC(=O)O)C(=O)O. Cell line: SF-295. Synergy scores: CSS=0.679, Synergy_ZIP=-1.89, Synergy_Bliss=-4.32, Synergy_Loewe=-0.917, Synergy_HSA=-2.87. (6) Drug 1: C1=NC2=C(N=C(N=C2N1C3C(C(C(O3)CO)O)F)Cl)N. Drug 2: CS(=O)(=O)CCNCC1=CC=C(O1)C2=CC3=C(C=C2)N=CN=C3NC4=CC(=C(C=C4)OCC5=CC(=CC=C5)F)Cl. Cell line: T-47D. Synergy scores: CSS=0.926, Synergy_ZIP=2.00, Synergy_Bliss=0.306, Synergy_Loewe=-8.56, Synergy_HSA=-7.85. (7) Drug 1: CS(=O)(=O)OCCCCOS(=O)(=O)C. Drug 2: CC(C)NC(=O)C1=CC=C(C=C1)CNNC.Cl. Cell line: NCI-H460. Synergy scores: CSS=19.9, Synergy_ZIP=-3.17, Synergy_Bliss=2.53, Synergy_Loewe=-0.0891, Synergy_HSA=-0.964. (8) Drug 1: CC1CCC2CC(C(=CC=CC=CC(CC(C(=O)C(C(C(=CC(C(=O)CC(OC(=O)C3CCCCN3C(=O)C(=O)C1(O2)O)C(C)CC4CCC(C(C4)OC)OCCO)C)C)O)OC)C)C)C)OC. Drug 2: CC(C)NC(=O)C1=CC=C(C=C1)CNNC.Cl. Cell line: NCIH23. Synergy scores: CSS=19.1, Synergy_ZIP=0.732, Synergy_Bliss=2.29, Synergy_Loewe=-36.7, Synergy_HSA=3.66. (9) Drug 2: C1=CC=C(C(=C1)C(C2=CC=C(C=C2)Cl)C(Cl)Cl)Cl. Cell line: NCI-H322M. Synergy scores: CSS=11.1, Synergy_ZIP=2.41, Synergy_Bliss=10.6, Synergy_Loewe=11.2, Synergy_HSA=10.3. Drug 1: C1CC(=O)NC(=O)C1N2CC3=C(C2=O)C=CC=C3N.